From a dataset of Reaction yield outcomes from USPTO patents with 853,638 reactions. Predict the reaction yield, written as a fraction of the theoretical maximum amount of product (1.0 means a 100% yield; for example, 0.34 means a 34% yield). (1) The reactants are [CH2:1]([O:8][C:9]([NH:11][C@H:12]1[CH2:16][CH2:15][N:14]([C@H:17]2[CH2:22][CH2:21][N:20](C(OC(C)(C)C)=O)[CH2:19][C@H:18]2[C:30]([O:32][CH3:33])=[O:31])[C:13]1=[O:34])=[O:10])[C:2]1[CH:7]=[CH:6][CH:5]=[CH:4][CH:3]=1.C(O)(C(F)(F)F)=O. The catalyst is C(Cl)Cl.C(OCC)(=O)C. The product is [CH2:1]([O:8][C:9]([NH:11][C@H:12]1[CH2:16][CH2:15][N:14]([C@H:17]2[CH2:22][CH2:21][NH:20][CH2:19][C@H:18]2[C:30]([O:32][CH3:33])=[O:31])[C:13]1=[O:34])=[O:10])[C:2]1[CH:7]=[CH:6][CH:5]=[CH:4][CH:3]=1. The yield is 0.730. (2) The reactants are [C:1]1([C:7]2[CH:12]=[C:11]([CH:13]([CH2:16][OH:17])[CH2:14][OH:15])[CH:10]=[CH:9][C:8]=2[NH:18][C:19]([C:21]2[N:22]([CH2:28][O:29][CH2:30][CH2:31][Si:32]([CH3:35])([CH3:34])[CH3:33])[CH:23]=[C:24]([C:26]#[N:27])[N:25]=2)=[O:20])[CH2:6][CH2:5][CH2:4][CH2:3][CH:2]=1.CCN(CC)CC.[CH3:43][S:44](Cl)(=[O:46])=[O:45]. The catalyst is C(Cl)Cl. The product is [C:26]([C:24]1[N:25]=[C:21]([C:19]([NH:18][C:8]2[CH:9]=[CH:10][C:11]([CH:13]([CH2:14][O:15][S:44]([CH3:43])(=[O:46])=[O:45])[CH2:16][O:17][S:44]([CH3:43])(=[O:46])=[O:45])=[CH:12][C:7]=2[C:1]2[CH2:6][CH2:5][CH2:4][CH2:3][CH:2]=2)=[O:20])[N:22]([CH2:28][O:29][CH2:30][CH2:31][Si:32]([CH3:34])([CH3:33])[CH3:35])[CH:23]=1)#[N:27]. The yield is 0.700. (3) The reactants are [Br:1][C:2]1[CH:3]=[C:4]([NH2:17])[C:5]([N:8]([CH2:13][CH:14]([CH3:16])[CH3:15])[CH2:9][CH:10]([CH3:12])[CH3:11])=[CH:6][CH:7]=1.[N:18]([C:21]1[CH:26]=[CH:25][C:24]([CH3:27])=[CH:23][CH:22]=1)=[C:19]=[O:20]. The catalyst is C1COCC1. The product is [Br:1][C:2]1[CH:7]=[CH:6][C:5]([N:8]([CH2:13][CH:14]([CH3:16])[CH3:15])[CH2:9][CH:10]([CH3:12])[CH3:11])=[C:4]([NH:17][C:19]([NH:18][C:21]2[CH:26]=[CH:25][C:24]([CH3:27])=[CH:23][CH:22]=2)=[O:20])[CH:3]=1. The yield is 0.790. (4) The reactants are Cl.[NH:2]1[CH2:7][CH2:6][CH:5]([C:8]2[C:9]([O:14][CH:15]3[CH2:18][N:17]([C:19]4[CH:28]=[CH:27][C:26]5[C:21](=[CH:22][CH:23]=[CH:24][CH:25]=5)[N:20]=4)[CH2:16]3)=[N:10][CH:11]=[N:12][CH:13]=2)[CH2:4][CH2:3]1.CCN(CC)CC.[C:36](Cl)(=[O:38])[CH3:37].O.CC#N. The catalyst is C(Cl)Cl. The yield is 0.130. The product is [N:20]1[C:21]2[C:26](=[CH:25][CH:24]=[CH:23][CH:22]=2)[CH:27]=[CH:28][C:19]=1[N:17]1[CH2:16][CH:15]([O:14][C:9]2[C:8]([CH:5]3[CH2:6][CH2:7][N:2]([C:36](=[O:38])[CH3:37])[CH2:3][CH2:4]3)=[CH:13][N:12]=[CH:11][N:10]=2)[CH2:18]1. (5) The reactants are [Cl:1][C:2]1[CH:7]=[CH:6][C:5]([CH:8]([C:10]2[CH:14]=[C:13]([C:15]3[CH:20]=[CH:19][N:18]=[CH:17][CH:16]=3)[S:12][C:11]=2[C:21]2[NH:25][CH:24]=[N:23][N:22]=2)[OH:9])=[CH:4][CH:3]=1.Cl.[CH3:27]O. No catalyst specified. The product is [Cl:1][C:2]1[CH:7]=[CH:6][C:5]([CH:8]([O:9][CH3:27])[C:10]2[CH:14]=[C:13]([C:15]3[CH:16]=[CH:17][N:18]=[CH:19][CH:20]=3)[S:12][C:11]=2[C:21]2[NH:25][CH:24]=[N:23][N:22]=2)=[CH:4][CH:3]=1. The yield is 0.780. (6) The reactants are Br[C:2]1[CH:3]=[N:4][CH:5]=[C:6]2[C:11]=1[N:10]=[C:9]([C:12]([NH:14][CH2:15][C:16]([F:19])([F:18])[F:17])=[O:13])[CH:8]=[CH:7]2.[F:20][C:21]1[CH:22]=[C:23](B(O)O)[CH:24]=[CH:25][CH:26]=1.C(=O)([O-])[O-].[Cs+].[Cs+]. The catalyst is O1CCOCC1.O.C1(P([C-]2C=CC=C2)C2C=CC=CC=2)C=CC=CC=1.[C-]1(P(C2C=CC=CC=2)C2C=CC=CC=2)C=CC=C1.[Fe+2].[Pd](Cl)Cl. The product is [F:20][C:21]1[CH:26]=[C:25]([C:2]2[CH:3]=[N:4][CH:5]=[C:6]3[C:11]=2[N:10]=[C:9]([C:12]([NH:14][CH2:15][C:16]([F:19])([F:18])[F:17])=[O:13])[CH:8]=[CH:7]3)[CH:24]=[CH:23][CH:22]=1. The yield is 0.900. (7) The reactants are [CH:1]1[C:6]2[CH2:7][CH2:8][CH2:9][CH2:10][C:11](=[CH:12][C:13]([O:15][CH2:16][CH3:17])=[O:14])[C:5]=2[CH:4]=[CH:3][CH:2]=1. The catalyst is C(OCC)(=O)C.[Pd]. The product is [CH:1]1[C:6]2[CH2:7][CH2:8][CH2:9][CH2:10][CH:11]([CH2:12][C:13]([O:15][CH2:16][CH3:17])=[O:14])[C:5]=2[CH:4]=[CH:3][CH:2]=1. The yield is 0.990. (8) The reactants are [CH3:1][C:2]1[C:3]([CH3:21])=[CH:4][C:5]2[N:14]([CH2:15][CH:16]=O)[C:13]3[C:8]([C:9](=[O:19])[NH:10][C:11](=[O:18])[N:12]=3)=[N:7][C:6]=2[CH:20]=1.[NH2:22][CH:23]1[CH2:27][CH2:26][CH:25]([C:28]([OH:30])=[O:29])[CH2:24]1.C([BH3-])#N.[Na+]. The catalyst is CO.C(O)(=O)C. The product is [CH3:1][C:2]1[C:3]([CH3:21])=[CH:4][C:5]2[N:14]([CH2:15][CH2:16][NH:22][C@H:23]3[CH2:27][CH2:26][C@@H:25]([C:28]([OH:30])=[O:29])[CH2:24]3)[C:13]3[C:8]([C:9](=[O:19])[NH:10][C:11](=[O:18])[N:12]=3)=[N:7][C:6]=2[CH:20]=1. The yield is 0.0600. (9) The reactants are [Br:1][C:2]1[CH:6]=[N:5][N:4]([CH:7]([CH3:9])[CH3:8])[C:3]=1[C:10]1[CH:11]=[C:12]([NH2:18])[CH:13]=[CH:14][C:15]=1[O:16][CH3:17].Cl[C:20]1[CH:21]=[C:22]([N:30]=[C:31]=[O:32])[CH:23]=[CH:24][C:25]=1[C:26]([F:29])([F:28])[F:27].C(Cl)[Cl:34]. No catalyst specified. The product is [Br:1][C:2]1[CH:6]=[N:5][N:4]([CH:7]([CH3:9])[CH3:8])[C:3]=1[C:10]1[CH:11]=[C:12]([NH:18][C:31]([NH:30][C:22]2[CH:23]=[CH:24][C:25]([C:26]([F:29])([F:28])[F:27])=[CH:20][C:21]=2[Cl:34])=[O:32])[CH:13]=[CH:14][C:15]=1[O:16][CH3:17]. The yield is 0.730. (10) The reactants are [C:1](OC(=O)C)(=[O:3])[CH3:2].[ClH:8].[CH3:9][O:10][C:11]1[CH:33]=[CH:32][C:14]2[N:15]=[C:16]([N:18]3[CH2:23][CH2:22][NH:21][CH2:20][CH:19]3[CH2:24][O:25][C:26]3[CH:27]=[N:28][CH:29]=[CH:30][CH:31]=3)[S:17][C:13]=2[CH:12]=1. The catalyst is C1COCC1. The product is [ClH:8].[ClH:8].[CH3:9][O:10][C:11]1[CH:33]=[CH:32][C:14]2[N:15]=[C:16]([N:18]3[CH2:23][CH2:22][N:21]([C:1](=[O:3])[CH3:2])[CH2:20][CH:19]3[CH2:24][O:25][C:26]3[CH:27]=[N:28][CH:29]=[CH:30][CH:31]=3)[S:17][C:13]=2[CH:12]=1. The yield is 0.850.